Dataset: Full USPTO retrosynthesis dataset with 1.9M reactions from patents (1976-2016). Task: Predict the reactants needed to synthesize the given product. Given the product [Br:10][C:11]1[CH:16]=[C:15]([N:1]2[CH:9]=[C:7]([CH3:8])[C:5](=[O:6])[NH:4][C:2]2=[O:3])[CH:14]=[CH:13][CH:12]=1, predict the reactants needed to synthesize it. The reactants are: [NH:1]1[CH:9]=[C:7]([CH3:8])[C:5](=[O:6])[NH:4][C:2]1=[O:3].[Br:10][C:11]1[CH:12]=[C:13](B(O)O)[CH:14]=[CH:15][CH:16]=1.CO.